Dataset: TCR-epitope binding with 47,182 pairs between 192 epitopes and 23,139 TCRs. Task: Binary Classification. Given a T-cell receptor sequence (or CDR3 region) and an epitope sequence, predict whether binding occurs between them. (1) The epitope is YLDAYNMMI. The TCR CDR3 sequence is CASSLYHPRDEQYF. Result: 1 (the TCR binds to the epitope). (2) The epitope is FLNGSCGSV. The TCR CDR3 sequence is CASSLGDYEQYF. Result: 1 (the TCR binds to the epitope). (3) The epitope is HSKKKCDEL. The TCR CDR3 sequence is CASRGLAGGEQYF. Result: 0 (the TCR does not bind to the epitope).